This data is from Drug-target binding data from BindingDB using IC50 measurements. The task is: Regression. Given a target protein amino acid sequence and a drug SMILES string, predict the binding affinity score between them. We predict pIC50 (pIC50 = -log10(IC50 in M); higher means more potent). Dataset: bindingdb_ic50. The drug is COc1cccc(Oc2c(NS(=O)(=O)c3ccc(C(C)(C)C)cc3)ncnc2OCCOc2ccncn2)c1. The target protein (Q29010) has sequence METFCFRVSFWVALLGCVISDNPESHSTNLSTHVDDFTTFRGTEFSLVVTTHRPTNLALPSNGSMHNYCPQQTKITSAFKYINTVISCTIFIVGMVGNATLLRIIYQNKCMRNGPNALIASLALGDLIYVVIDLPINVFKLLAGRWPFENHDFGVFLCKLFPFLQKSSVGITVLNLCALSVDRYRAVASWSRVQGIGIPLVTAIEIVSIWILSFILAIPEAIGFVMVPFEYKGEEHKTCMLNATSKFMEFYQDVKDWWLFGFYFCMPLVCTAIFYTLMTCEMLNRRNGSLRIALSEHLKQRREVAKTVFCLVVIFALCWFPLHLSRILKKTVYDEMDKNRCELLSFLLLMDYIGINLATMNSCINPIALYFVSKKFKNCFQSCLCCCCYQSKSLMTSVPMNGTSIQWKNHEQNNHNTERSSHKDSIN. The pIC50 is 8.9.